Dataset: Catalyst prediction with 721,799 reactions and 888 catalyst types from USPTO. Task: Predict which catalyst facilitates the given reaction. Reactant: [CH2:1]([O:3]C1N=C(C(O)=O)C=C(CC)N=1)C.C([O:17][C:18]([C:20]1[CH:25]=[C:24]([CH2:26][CH:27]([CH3:29])[CH3:28])[N:23]=[C:22](S(C)(=O)=O)[N:21]=1)=[O:19])C.CC([O-])(C)C.[K+]. Product: [CH2:26]([C:24]1[N:23]=[C:22]([O:3][CH3:1])[N:21]=[C:20]([C:18]([OH:17])=[O:19])[CH:25]=1)[CH:27]([CH3:29])[CH3:28]. The catalyst class is: 5.